Dataset: Reaction yield outcomes from USPTO patents with 853,638 reactions. Task: Predict the reaction yield, written as a fraction of the theoretical maximum amount of product (1.0 means a 100% yield; for example, 0.34 means a 34% yield). (1) The reactants are NCC1C=C(NC(=O)N(CCC2C=CC(C(NC3C=C4C(=CC=3)C(N(C(OC(C)(C)C)=O)C(OC(C)(C)C)=O)=NC=C4)C(O)=O)=CC=2)C)C=CC=1S(CC)(=O)=O.[C:57]([O:61][C:62]([N:64]([C:101]([O:103][C:104]([CH3:107])([CH3:106])[CH3:105])=[O:102])[C:65]1[C:74]2[C:69](=[CH:70][C:71]([NH:75][CH:76]([C:80]3[CH:85]=[CH:84][C:83]([CH2:86][CH2:87][O:88][C:89](=[O:99])[NH:90][C:91]4[CH:96]=[CH:95][CH:94]=[C:93]([C:97]#[N:98])[CH:92]=4)=[C:82]([CH3:100])[CH:81]=3)[C:77]([OH:79])=[O:78])=[CH:72][CH:73]=2)[CH:68]=[CH:67][N:66]=1)=[O:63])([CH3:60])([CH3:59])[CH3:58]. No catalyst specified. The product is [NH2:98][CH2:97][C:93]1[CH:92]=[C:91]([NH:90][C:89]([O:88][CH2:87][CH2:86][C:83]2[CH:84]=[CH:85][C:80]([CH:76]([NH:75][C:71]3[CH:70]=[C:69]4[C:74](=[CH:73][CH:72]=3)[C:65]([N:64]([C:62]([O:61][C:57]([CH3:60])([CH3:59])[CH3:58])=[O:63])[C:101]([O:103][C:104]([CH3:107])([CH3:106])[CH3:105])=[O:102])=[N:66][CH:67]=[CH:68]4)[C:77]([OH:79])=[O:78])=[CH:81][C:82]=2[CH3:100])=[O:99])[CH:96]=[CH:95][CH:94]=1. The yield is 0.450. (2) The reactants are [OH:1][C:2]1[CH:11]=[CH:10][C:9]([OH:12])=[CH:8][C:3]=1[C:4]([O:6][CH3:7])=[O:5].[C:13]([O-])([O-])=[O:14].[K+].[K+].[I-].[Na+].Cl[CH2:22][C:23]([O:25][CH3:26])=[O:24].C[C:28]([CH3:30])=[O:29]. No catalyst specified. The yield is 0.800. The product is [CH3:7][O:6][C:4](=[O:5])[C:3]1[CH:8]=[C:9]([O:12][CH2:22][C:23]([O:25][CH3:26])=[O:24])[CH:10]=[CH:11][C:2]=1[O:1][CH2:30][C:28]([O:14][CH3:13])=[O:29].